Regression/Classification. Given a drug SMILES string, predict its toxicity properties. Task type varies by dataset: regression for continuous values (e.g., LD50, hERG inhibition percentage) or binary classification for toxic/non-toxic outcomes (e.g., AMES mutagenicity, cardiotoxicity, hepatotoxicity). Dataset: ld50_zhu. From a dataset of Acute oral toxicity (LD50) regression data from Zhu et al.. (1) The drug is CCCCOP(=O)(OCCCC)Oc1ccc2c(C)c(Cl)c(=O)oc2c1. The rat oral LD50 is 3.81, given as -log10 of the dose in mol/kg body weight (higher means more acutely toxic). (2) The drug is CCN(CCCl)CCCl. The rat oral LD50 is 4.83, given as -log10 of the dose in mol/kg body weight (higher means more acutely toxic). (3) The molecule is CCOC(=O)CCCCCCCCC(C)c1ccc(I)cc1. The rat oral LD50 is 2.30, given as -log10 of the dose in mol/kg body weight (higher means more acutely toxic). (4) The compound is CCCCc1ccc(C(=O)c2ccccc2F)cc1. The rat oral LD50 is 2.51, given as -log10 of the dose in mol/kg body weight (higher means more acutely toxic). (5) The molecule is O=C1CC(N2C(=O)c3ccccc3C2=O)C(=O)N1. The rat oral LD50 is 1.69, given as -log10 of the dose in mol/kg body weight (higher means more acutely toxic).